Dataset: Catalyst prediction with 721,799 reactions and 888 catalyst types from USPTO. Task: Predict which catalyst facilitates the given reaction. (1) Reactant: C(OC([N:8]1[CH2:13][CH2:12][CH:11]([C:14]([OH:16])=O)[CH2:10][CH2:9]1)=O)(C)(C)C.Cl.C(N=C=NCCCN(C)C)C.ON1C2C=CC=CC=2N=N1.[NH2:39][C:40]1[C:49](O)=[CH:48][CH:47]=[CH:46][C:41]=1[C:42]([O:44][CH3:45])=[O:43].C(N(CC)CC)C.O.C1(C)C=CC(S(O)(=O)=O)=CC=1. Product: [CH3:45][O:44][C:42]([C:41]1[CH:46]=[CH:47][CH:48]=[C:49]2[O:16][C:14]([CH:11]3[CH2:10][CH2:9][NH:8][CH2:13][CH2:12]3)=[N:39][C:40]=12)=[O:43]. The catalyst class is: 426. (2) Reactant: [CH3:1][O:2][C:3]1[CH:4]=[C:5]2[C:10](=[CH:11][C:12]=1[O:13][CH3:14])[N:9]=[CH:8][N:7]=[C:6]2[O:15][C:16]1[CH:22]=[CH:21][C:19]([NH2:20])=[C:18]([N+:23]([O-:25])=[O:24])[CH:17]=1.C(N(CC)CC)C.ClC(Cl)(O[C:37](=[O:43])OC(Cl)(Cl)Cl)Cl.[CH2:45]([N:49]([CH2:53][CH2:54][CH2:55][CH3:56])[CH2:50][CH2:51][NH2:52])[CH2:46][CH2:47][CH3:48]. Product: [CH2:45]([N:49]([CH2:53][CH2:54][CH2:55][CH3:56])[CH2:50][CH2:51][NH:52][C:37]([NH:20][C:19]1[CH:21]=[CH:22][C:16]([O:15][C:6]2[C:5]3[C:10](=[CH:11][C:12]([O:13][CH3:14])=[C:3]([O:2][CH3:1])[CH:4]=3)[N:9]=[CH:8][N:7]=2)=[CH:17][C:18]=1[N+:23]([O-:25])=[O:24])=[O:43])[CH2:46][CH2:47][CH3:48]. The catalyst class is: 146. (3) Reactant: FC(F)(F)C(O)=O.[F:8][C:9]1[CH:10]=[C:11]([N:22]2[CH2:26][C@H:25]([CH2:27][NH:28][C:29](=[S:33])[CH:30]([F:32])[F:31])[O:24][C:23]2=[O:34])[CH:12]=[C:13]([F:21])[C:14]=1[N:15]1[CH2:20][CH2:19][NH:18][CH2:17][CH2:16]1.C(N(CC)CC)C.[C:42]([O:45][CH2:46][C:47](Cl)=[O:48])(=[O:44])[CH3:43]. Product: [C:42]([O:45][CH2:46][C:47]([N:18]1[CH2:17][CH2:16][N:15]([C:14]2[C:9]([F:8])=[CH:10][C:11]([N:22]3[CH2:26][C@H:25]([CH2:27][NH:28][C:29](=[S:33])[CH:30]([F:31])[F:32])[O:24][C:23]3=[O:34])=[CH:12][C:13]=2[F:21])[CH2:20][CH2:19]1)=[O:48])(=[O:44])[CH3:43]. The catalyst class is: 2. (4) Reactant: [F:1][C:2]([F:17])([C:7]1[CH:8]=[C:9]2[C:14](=[CH:15][CH:16]=1)[N:13]=[CH:12][CH:11]=[CH:10]2)[C:3](OC)=O.[CH3:18][C:19]1[CH:23]=[C:22]([C:24]2[N:29]=[N:28][C:27]([NH:30][NH2:31])=[CH:26][CH:25]=2)[S:21][N:20]=1.O.C1(C)C=CC(S(O)(=O)=O)=CC=1.C([O-])(O)=O.[Na+]. Product: [F:1][C:2]([F:17])([C:3]1[N:28]2[N:29]=[C:24]([C:22]3[S:21][N:20]=[C:19]([CH3:18])[CH:23]=3)[CH:25]=[CH:26][C:27]2=[N:30][N:31]=1)[C:7]1[CH:8]=[C:9]2[C:14](=[CH:15][CH:16]=1)[N:13]=[CH:12][CH:11]=[CH:10]2. The catalyst class is: 225. (5) Reactant: C([O:8][C:9]1[CH:10]=[C:11](/[CH:23]=[CH:24]/[CH2:25][CH2:26][N:27]2[C:35](=[O:36])[C:34]3[C:29](=[CH:30][CH:31]=[CH:32][CH:33]=3)[C:28]2=[O:37])[CH:12]=[CH:13][C:14]=1[N:15]1[CH2:19][C:18](=[O:20])[NH:17][S:16]1(=[O:22])=[O:21])C1C=CC=CC=1.CC[OH:40].CC(O)=O. Product: [OH:8][C:9]1[CH:10]=[C:11]([CH2:23][CH2:24][CH2:25][CH2:26][NH:27][C:35](=[O:36])[C:34]2[C:29](=[CH:30][CH:31]=[CH:32][CH:33]=2)[C:28]([OH:37])=[O:40])[CH:12]=[CH:13][C:14]=1[N:15]1[CH2:19][C:18](=[O:20])[NH:17][S:16]1(=[O:22])=[O:21]. The catalyst class is: 45.